From a dataset of Full USPTO retrosynthesis dataset with 1.9M reactions from patents (1976-2016). Predict the reactants needed to synthesize the given product. (1) Given the product [NH2:1][C:2]1[N:7]=[C:6]([N:8]([CH3:15])[C:9]2[CH:10]=[CH:11][CH:12]=[CH:13][CH:14]=2)[N:5]=[C:4]([C:16]2[N:20]=[C:19]([C:21]3[CH:22]=[CH:23][C:24]([CH2:27][OH:28])=[N:25][CH:26]=3)[O:18][N:17]=2)[N:3]=1, predict the reactants needed to synthesize it. The reactants are: [NH2:1][C:2]1[N:7]=[C:6]([N:8]([CH3:15])[C:9]2[CH:14]=[CH:13][CH:12]=[CH:11][CH:10]=2)[N:5]=[C:4]([C:16]2[N:20]=[C:19]([C:21]3[CH:22]=[CH:23][C:24]([C:27](OC)=[O:28])=[N:25][CH:26]=3)[O:18][N:17]=2)[N:3]=1.[BH4-].[Na+]. (2) Given the product [F:24][C:13]1[C:14]([NH:16][C:17]2[CH:22]=[CH:21][C:20]([CH3:23])=[CH:19][N:18]=2)=[N:15][C:10]([NH:5][C:4]2[CH:6]=[CH:7][CH:8]=[C:2]([OH:1])[CH:3]=2)=[N:11][CH:12]=1, predict the reactants needed to synthesize it. The reactants are: [OH:1][C:2]1[CH:3]=[C:4]([CH:6]=[CH:7][CH:8]=1)[NH2:5].Cl[C:10]1[N:15]=[C:14]([NH:16][C:17]2[CH:22]=[CH:21][C:20]([CH3:23])=[CH:19][N:18]=2)[C:13]([F:24])=[CH:12][N:11]=1. (3) Given the product [C:1]([C:5]1[N:9]([CH3:10])[N:8]([CH2:11][CH:12]2[CH2:13][CH2:14][O:15][CH2:16][CH2:17]2)/[C:7](=[N:18]/[C:29](=[O:30])[C:28]2[CH:32]=[C:33]([C:36]([F:37])([F:38])[F:39])[CH:34]=[CH:35][C:27]=2[F:26])/[CH:6]=1)([CH3:4])([CH3:2])[CH3:3], predict the reactants needed to synthesize it. The reactants are: [C:1]([C:5]1[N:9]([CH3:10])[N:8]([CH2:11][CH:12]2[CH2:17][CH2:16][O:15][CH2:14][CH2:13]2)[C:7](=[NH:18])[CH:6]=1)([CH3:4])([CH3:3])[CH3:2].CCN(CC)CC.[F:26][C:27]1[CH:35]=[CH:34][C:33]([C:36]([F:39])([F:38])[F:37])=[CH:32][C:28]=1[C:29](Cl)=[O:30]. (4) Given the product [Br:19][C:4]1[CH:3]=[C:2]([CH3:1])[CH:11]=[C:10]2[C:5]=1[C:6](=[O:12])[NH:7][CH:8]=[N:9]2, predict the reactants needed to synthesize it. The reactants are: [CH3:1][C:2]1[CH:11]=[C:10]2[C:5]([C:6](=[O:12])[NH:7][CH:8]=[N:9]2)=[CH:4][CH:3]=1.CO.CC(O)=O.[Br:19]Br. (5) Given the product [CH3:1][C:2]1([CH3:32])[CH2:11][CH:10]=[C:9]([C:12]2[CH:13]=[CH:14][CH:15]=[CH:16][C:17]=2[CH3:33])[C:8]2[CH:7]=[C:6]([C:19]#[C:20][C:21]3[CH:22]=[CH:23][C:24]([C:25]([O:27][CH2:28][CH3:29])=[O:26])=[CH:30][CH:31]=3)[CH:5]=[CH:4][C:3]1=2, predict the reactants needed to synthesize it. The reactants are: [CH3:1][C:2]1([CH3:32])[CH2:11][CH:10]=[C:9]([C:12]2[CH:17]=[CH:16][C:15](C)=[CH:14][CH:13]=2)[C:8]2[CH:7]=[C:6]([C:19]#[C:20][C:21]3[CH:31]=[CH:30][C:24]([C:25]([O:27][CH2:28][CH3:29])=[O:26])=[CH:23][CH:22]=3)[CH:5]=[CH:4][C:3]1=2.[CH3:33]C1(C)CC=C(OS(C(F)(F)F)(=O)=O)C2C=C(C#CC3C=CC(C(OCC)=O)=CC=3)C=CC1=2. (6) Given the product [Cl:26][C:5]1[C:6]([C:8]2[C:16]3[C:11](=[CH:12][CH:13]=[CH:14][CH:15]=3)[N:10]([S:17]([C:20]3[CH:25]=[CH:24][CH:23]=[CH:22][CH:21]=3)(=[O:18])=[O:19])[CH:9]=2)=[N:7][C:2]([NH:27][C@H:28]2[CH2:33][CH2:32][C@H:31]([NH2:34])[CH2:30][CH2:29]2)=[N:3][CH:4]=1, predict the reactants needed to synthesize it. The reactants are: Cl[C:2]1[N:7]=[C:6]([C:8]2[C:16]3[C:11](=[CH:12][CH:13]=[CH:14][CH:15]=3)[N:10]([S:17]([C:20]3[CH:25]=[CH:24][CH:23]=[CH:22][CH:21]=3)(=[O:19])=[O:18])[CH:9]=2)[C:5]([Cl:26])=[CH:4][N:3]=1.[NH2:27][C@H:28]1[CH2:33][CH2:32][C@H:31]([NH2:34])[CH2:30][CH2:29]1.CCN(C(C)C)C(C)C. (7) Given the product [ClH:1].[CH3:23][C@H:19]1[CH2:20][CH2:21][CH2:22][N:18]1[C:14]1[N:13]=[C:12]([NH:11][C:4]2[C:5]3[N:6]([N:8]=[CH:9][N:10]=3)[CH:7]=[C:2]([C:32]3[CH:33]=[C:34]([CH:40]=[CH:41][CH:42]=3)[CH2:35][NH:36][CH2:37][CH2:38][OH:39])[CH:3]=2)[CH:17]=[CH:16][CH:15]=1, predict the reactants needed to synthesize it. The reactants are: [Cl:1][C:2]1[CH:3]=[C:4]([NH:11][C:12]2[CH:17]=[CH:16][CH:15]=[C:14]([N:18]3[CH2:22][CH2:21][CH2:20][C@@H:19]3[CH3:23])[N:13]=2)[C:5]2[N:6]([N:8]=[CH:9][N:10]=2)[CH:7]=1.CC1(C)C(C)(C)OB([C:32]2[CH:33]=[C:34]([CH:40]=[CH:41][CH:42]=2)[CH2:35][NH:36][CH2:37][CH2:38][OH:39])O1.CC(C1C=C(C(C)C)C(C2C=CC=CC=2P(C2CCCCC2)C2CCCCC2)=C(C(C)C)C=1)C.C([O-])([O-])=O.[Cs+].[Cs+]. (8) Given the product [NH2:23][C@@H:20]1[CH2:21][CH2:22][C@H:17]([NH:16][C:15]2[C:14]3[C:9](=[CH:10][CH:11]=[C:12]([C:31]4[CH:36]=[CH:35][C:34]([OH:37])=[C:33]([O:38][CH3:39])[CH:32]=4)[CH:13]=3)[N:8]=[CH:7][C:6]=2[C:4]([CH:1]2[CH2:2][CH2:3]2)=[O:5])[CH2:18][CH2:19]1, predict the reactants needed to synthesize it. The reactants are: [CH:1]1([C:4]([C:6]2[CH:7]=[N:8][C:9]3[C:14]([C:15]=2[NH:16][C@@H:17]2[CH2:22][CH2:21][C@H:20]([NH:23]C(=O)OC(C)(C)C)[CH2:19][CH2:18]2)=[CH:13][C:12]([C:31]2[CH:36]=[CH:35][C:34]([OH:37])=[C:33]([O:38][CH3:39])[CH:32]=2)=[CH:11][CH:10]=3)=[O:5])[CH2:3][CH2:2]1.C(O)(C(F)(F)F)=O.